This data is from Forward reaction prediction with 1.9M reactions from USPTO patents (1976-2016). The task is: Predict the product of the given reaction. (1) Given the reactants [Br-:1].[CH2:2]([P+:6]([CH2:29][CH2:30][CH2:31][CH3:32])([CH2:25][CH2:26][CH2:27][CH3:28])[CH2:7][CH2:8][CH2:9][CH2:10][C:11]([O:22][CH2:23][CH3:24])([O:19]CC)[CH2:12][CH2:13][C:14](OCC)=[O:15])[CH2:3][CH2:4][CH3:5].[OH-].[Na+], predict the reaction product. The product is: [Br-:1].[CH2:2]([P+:6]([CH2:29][CH2:30][CH2:31][CH3:32])([CH2:25][CH2:26][CH2:27][CH3:28])[CH2:7][CH2:8][CH2:9][CH2:10][C:11]1([O:22][CH2:23][CH3:24])[CH2:12][CH2:13][C:14](=[O:15])[O:19]1)[CH2:3][CH2:4][CH3:5]. (2) Given the reactants [C:1]([C:3]1[C:4](F)=[CH:5][C:6](F)=[C:7]([NH:9][C:10]2[N:15]=[C:14]([NH:16][CH:17]3[CH2:19][CH2:18]3)[C:13]3=[N:20][CH:21]=[C:22]([C:23]#[N:24])[N:12]3[N:11]=2)[CH:8]=1)#[N:2].[O:27]1[CH2:32][CH2:31][N:30]([CH2:33][CH2:34][OH:35])[CH2:29][CH2:28]1, predict the reaction product. The product is: [C:1]([C:3]1[C:4]([O:35][CH2:34][CH2:33][N:30]2[CH2:31][CH2:32][O:27][CH2:28][CH2:29]2)=[CH:5][C:6]([O:35][CH2:34][CH2:33][N:30]2[CH2:31][CH2:32][O:27][CH2:28][CH2:29]2)=[C:7]([NH:9][C:10]2[N:15]=[C:14]([NH:16][CH:17]3[CH2:19][CH2:18]3)[C:13]3=[N:20][CH:21]=[C:22]([C:23]#[N:24])[N:12]3[N:11]=2)[CH:8]=1)#[N:2]. (3) The product is: [CH3:35][CH:36]([CH3:75])[C@H:37]([N:42]1[CH2:50][C:49]2[C:44](=[CH:45][C:46]([C:51]3[CH:52]=[CH:53][C:54]([NH:57][C:58]([NH:60][C:61]4[CH:66]=[CH:65][CH:64]=[CH:63][C:62]=4[O:67][C:68]4[CH:69]=[CH:70][CH:71]=[CH:72][CH:73]=4)=[O:59])=[CH:55][CH:56]=3)=[CH:47][CH:48]=2)[C:43]1=[O:74])[C:38]([OH:40])=[O:39]. Given the reactants FC1C=CC(NC(=O)NC2C=CC(C3C=C4C(CN([C@@H](C(C)C)C(O)=O)C4=O)=CC=3)=CC=2)=CC=1.[CH3:35][CH:36]([CH3:75])[C@H:37]([N:42]1[CH2:50][C:49]2[C:44](=[CH:45][C:46]([C:51]3[CH:56]=[CH:55][C:54]([NH:57][C:58]([NH:60][C:61]4[CH:66]=[CH:65][CH:64]=[CH:63][C:62]=4[O:67][C:68]4[CH:73]=[CH:72][CH:71]=[CH:70][CH:69]=4)=[O:59])=[CH:53][CH:52]=3)=[CH:47][CH:48]=2)[C:43]1=[O:74])[C:38]([O:40]C)=[O:39], predict the reaction product. (4) The product is: [NH2:20][CH:14]1[CH2:13][C:12]2[C:17](=[CH:18][CH:19]=[C:10]([O:9][C:7]3[CH:6]=[CH:5][N:4]=[C:3]([C:1]#[N:2])[CH:8]=3)[CH:11]=2)[O:16][CH2:15]1. Given the reactants [C:1]([C:3]1[CH:8]=[C:7]([O:9][C:10]2[CH:11]=[C:12]3[C:17](=[CH:18][CH:19]=2)[O:16][CH2:15][CH:14]([NH:20]C(=O)OC(C)(C)C)[CH2:13]3)[CH:6]=[CH:5][N:4]=1)#[N:2], predict the reaction product. (5) Given the reactants C(OC([N:8]([CH3:36])[C@H:9]([C:11]([NH:13][C@@H:14]([CH:30]1[CH2:35][CH2:34][CH2:33][CH2:32][CH2:31]1)[C:15]([N:17]1[C@H:22]([C:23]([O:25]C)=O)[CH2:21][N:20]2[CH2:27][CH2:28][CH2:29][C@@H:19]2[CH2:18]1)=[O:16])=[O:12])[CH3:10])=O)(C)(C)C.O.[OH-].[Li+].[ClH:40].Cl.[F:42][C:43]1[CH:44]=[C:45]2[C:50](=[CH:51][C:52]=1[F:53])[O:49][CH2:48][CH2:47][C@H:46]2[NH2:54].Cl.C(N=C=NCCCN(C)C)C.ON1C2C=CC=CC=2N=N1.C(OCC)(=O)C.Cl, predict the reaction product. The product is: [ClH:40].[ClH:40].[CH:30]1([C@H:14]([NH:13][C:11](=[O:12])[C@H:9]([CH3:10])[NH:8][CH3:36])[C:15]([N:17]2[C@H:22]([C:23]([NH:54][C@H:46]3[C:45]4[C:50](=[CH:51][C:52]([F:53])=[C:43]([F:42])[CH:44]=4)[O:49][CH2:48][CH2:47]3)=[O:25])[CH2:21][N:20]3[CH2:27][CH2:28][CH2:29][C@@H:19]3[CH2:18]2)=[O:16])[CH2:31][CH2:32][CH2:33][CH2:34][CH2:35]1. (6) Given the reactants [CH:1]([C:4]1[CH:12]=[CH:11][C:7]([C:8]([OH:10])=O)=[CH:6][C:5]=1[O:13][C:14]1[CH:19]=[CH:18][CH:17]=[CH:16][CH:15]=1)([CH3:3])[CH3:2].Cl.C(N=C=NCCCN(C)C)C.ON1C2C=CC=CC=2N=N1.C(N(CC)CC)C.[NH2:49][CH2:50][C:51]1[C:52]([OH:59])=[N:53][C:54]([CH3:58])=[CH:55][C:56]=1[CH3:57], predict the reaction product. The product is: [OH:59][C:52]1[C:51]([CH2:50][NH:49][C:8](=[O:10])[C:7]2[CH:11]=[CH:12][C:4]([CH:1]([CH3:2])[CH3:3])=[C:5]([O:13][C:14]3[CH:19]=[CH:18][CH:17]=[CH:16][CH:15]=3)[CH:6]=2)=[C:56]([CH3:57])[CH:55]=[C:54]([CH3:58])[N:53]=1. (7) Given the reactants O[CH2:2][C:3]([C:5]1[CH:10]=[CH:9][CH:8]=[CH:7][CH:6]=1)=[O:4].[CH:11](=[O:18])C1C=CC=CC=1.N1CCCC1, predict the reaction product. The product is: [O:18]1[C:6]2[C:5](=[CH:10][CH:9]=[CH:8][CH:7]=2)[C:3](=[O:4])[CH2:2][CH2:11]1. (8) Given the reactants CN(C)C=O.Cl[C:7]1[CH:15]=[CH:14][C:10]([C:11]([OH:13])=[O:12])=[CH:9][N:8]=1.[CH2:16]([OH:20])[C:17]#[C:18][CH3:19].[H-].[Na+], predict the reaction product. The product is: [CH2:16]([O:20][C:7]1[CH:15]=[CH:14][C:10]([C:11]([OH:13])=[O:12])=[CH:9][N:8]=1)[C:17]#[C:18][CH3:19].